Dataset: Reaction yield outcomes from USPTO patents with 853,638 reactions. Task: Predict the reaction yield, written as a fraction of the theoretical maximum amount of product (1.0 means a 100% yield; for example, 0.34 means a 34% yield). (1) The product is [OH:40][C:44]1([CH2:3][O:4][C@H:5]2[CH2:10][CH2:9][C@H:8]([N:11]3[C:16](=[O:17])[C:15]([CH2:18][C:19]4[CH:24]=[CH:23][C:22]([C:25]5[C:26]([C:31]#[N:32])=[CH:27][CH:28]=[CH:29][CH:30]=5)=[CH:21][CH:20]=4)=[C:14]([CH2:33][CH2:34][CH3:35])[N:13]4[N:36]=[CH:37][N:38]=[C:12]34)[CH2:7][CH2:6]2)[CH2:49][CH2:48][CH2:47][CH2:50]1. The yield is 0.0240. No catalyst specified. The reactants are CS[CH2:3][O:4][C@H:5]1[CH2:10][CH2:9][C@H:8]([N:11]2[C:16](=[O:17])[C:15]([CH2:18][C:19]3[CH:24]=[CH:23][C:22]([C:25]4[C:26]([C:31]#[N:32])=[CH:27][CH:28]=[CH:29][CH:30]=4)=[CH:21][CH:20]=3)=[C:14]([CH2:33][CH2:34][CH3:35])[N:13]3[N:36]=[CH:37][N:38]=[C:12]23)[CH2:7][CH2:6]1.S(Cl)(Cl)(=O)=[O:40].[C:44]1([CH3:50])[CH:49]=[CH:48][CH:47]=CC=1. (2) The reactants are [CH3:1][C:2]1[C:6]([CH2:7][N:8]2[CH:12]=[C:11]([N:13]3[C:17](=[O:18])[CH2:16][NH:15][C:14]3=[O:19])[CH:10]=[N:9]2)=[C:5]([CH3:20])[O:4][N:3]=1.[O:21]1[C:25]2[CH:26]=[CH:27][C:28]([CH2:30]O)=[CH:29][C:24]=2[O:23][CH2:22]1. No catalyst specified. The product is [O:21]1[C:25]2[CH:26]=[CH:27][C:28]([CH2:30][N:15]3[CH2:16][C:17](=[O:18])[N:13]([C:11]4[CH:10]=[N:9][N:8]([CH2:7][C:6]5[C:2]([CH3:1])=[N:3][O:4][C:5]=5[CH3:20])[CH:12]=4)[C:14]3=[O:19])=[CH:29][C:24]=2[O:23][CH2:22]1. The yield is 0.190. (3) The reactants are FC(F)(F)S(O[C:7]1[CH2:12][CH2:11][C:10]([C:16]2[CH:21]=[CH:20][C:19]([Cl:22])=[CH:18][CH:17]=2)([CH2:13][C:14]#[N:15])[CH2:9][CH:8]=1)(=O)=O.CC([O-])=O.[K+].[CH3:30][C:31]1([CH3:47])[C:35]([CH3:37])([CH3:36])[O:34][B:33]([B:33]2[O:34][C:35]([CH3:37])([CH3:36])[C:31]([CH3:47])([CH3:30])[O:32]2)[O:32]1. The catalyst is CS(C)=O.CCOC(C)=O.C1C=CC(P(C2C=CC=CC=2)[C-]2C=CC=C2)=CC=1.C1C=CC(P(C2C=CC=CC=2)[C-]2C=CC=C2)=CC=1.Cl[Pd]Cl.[Fe+2]. The product is [Cl:22][C:19]1[CH:20]=[CH:21][C:16]([C:10]2([CH2:13][C:14]#[N:15])[CH2:11][CH2:12][C:7]([B:33]3[O:34][C:35]([CH3:37])([CH3:36])[C:31]([CH3:47])([CH3:30])[O:32]3)=[CH:8][CH2:9]2)=[CH:17][CH:18]=1. The yield is 0.490. (4) The reactants are [NH2:1][C:2]1[CH:21]=[CH:20][C:5]([O:6][C:7]2[CH:12]=[CH:11][N:10]=[C:9]([NH:13][C:14]([N:16]3[CH2:19][CH2:18][CH2:17]3)=[O:15])[CH:8]=2)=[CH:4][CH:3]=1.[F:22][C:23]1[CH:28]=[CH:27][C:26]([NH:29][C:30]([C:32]2([C:35](O)=[O:36])[CH2:34][CH2:33]2)=[O:31])=[CH:25][CH:24]=1.C(N(C(C)C)CC)(C)C.CN(C(ON1N=NC2C=CC=CC1=2)=[N+](C)C)C.F[P-](F)(F)(F)(F)F. The catalyst is CN(C)C=O. The product is [N:16]1([C:14]([NH:13][C:9]2[CH:8]=[C:7]([O:6][C:5]3[CH:20]=[CH:21][C:2]([NH:1][C:35]([C:32]4([C:30]([NH:29][C:26]5[CH:27]=[CH:28][C:23]([F:22])=[CH:24][CH:25]=5)=[O:31])[CH2:34][CH2:33]4)=[O:36])=[CH:3][CH:4]=3)[CH:12]=[CH:11][N:10]=2)=[O:15])[CH2:19][CH2:18][CH2:17]1. The yield is 0.0879. (5) The yield is 0.620. The reactants are [Br:1][C:2]1[CH:3]=[C:4]2[NH:10][CH:9]=[CH:8][C:5]2=[N:6][CH:7]=1.[H-].[Na+].[NH2:13]Cl.S([O-])([O-])(=O)=S.[Cl-].[NH4+]. The catalyst is CN(C=O)C.CCOCC. The product is [Br:1][C:2]1[CH:3]=[C:4]2[N:10]([NH2:13])[CH:9]=[CH:8][C:5]2=[N:6][CH:7]=1. (6) The reactants are [CH3:1][S:2][CH2:3][CH2:4][CH2:5][NH:6][S:7]([C:10]1[C:15]([Cl:16])=[CH:14][CH:13]=[C:12]([N+:17]([O-])=O)[C:11]=1[OH:20])(=[O:9])=[O:8].[H][H]. The catalyst is [Pd]. The product is [CH3:1][S:2][CH2:3][CH2:4][CH2:5][NH:6][S:7]([C:10]1[C:15]([Cl:16])=[CH:14][CH:13]=[C:12]([NH2:17])[C:11]=1[OH:20])(=[O:9])=[O:8]. The yield is 0.910. (7) The reactants are [CH3:1][O:2][CH:3]([O:24][CH3:25])[CH2:4][N:5]1[C:13]2[C:8](=[CH:9][C:10]([O:14][C:15]3[CH:22]=[CH:21][C:20]([F:23])=[CH:19][C:16]=3[C:17]#[N:18])=[CH:11][CH:12]=2)[CH:7]=[N:6]1.[H-].[Al+3].[Li+].[H-].[H-].[H-].[C@H](O)(C([O-])=O)[C@@H](O)C([O-])=O.[Na+].[K+].[Al]. The catalyst is C1COCC1. The product is [CH3:25][O:24][CH:3]([O:2][CH3:1])[CH2:4][N:5]1[C:13]2[C:8](=[CH:9][C:10]([O:14][C:15]3[CH:22]=[CH:21][C:20]([F:23])=[CH:19][C:16]=3[CH2:17][NH2:18])=[CH:11][CH:12]=2)[CH:7]=[N:6]1. The yield is 0.970. (8) The reactants are [CH3:1][C:2]([C:7]1[NH:8][C:9]2[C:14]([CH:15]=1)=[CH:13][C:12]([N+:16]([O-:18])=[O:17])=[CH:11][CH:10]=2)([CH3:6])[C:3]([NH2:5])=O.Cl. The catalyst is C1COCC1. The product is [CH3:6][C:2]([C:7]1[NH:8][C:9]2[C:14]([CH:15]=1)=[CH:13][C:12]([N+:16]([O-:18])=[O:17])=[CH:11][CH:10]=2)([CH3:1])[CH2:3][NH2:5]. The yield is 0.430.